From a dataset of Full USPTO retrosynthesis dataset with 1.9M reactions from patents (1976-2016). Predict the reactants needed to synthesize the given product. Given the product [C:17]([O:21][C:22]([NH:23][CH2:24][CH2:25][O:1][C:2]1[CH:3]=[C:4]([CH:8]=[C:9]([S:11]([F:16])([F:12])([F:13])([F:14])[F:15])[CH:10]=1)[C:5]([OH:7])=[O:6])=[O:27])([CH3:20])([CH3:19])[CH3:18], predict the reactants needed to synthesize it. The reactants are: [OH:1][C:2]1[CH:3]=[C:4]([CH:8]=[C:9]([S:11]([F:16])([F:15])([F:14])([F:13])[F:12])[CH:10]=1)[C:5]([OH:7])=[O:6].[C:17]([O:21][C:22](=[O:27])[NH:23][CH2:24][CH2:25]Br)([CH3:20])([CH3:19])[CH3:18].C(=O)([O-])[O-].[Cs+].[Cs+].[OH-].[Na+].